This data is from HIV replication inhibition screening data with 41,000+ compounds from the AIDS Antiviral Screen. The task is: Binary Classification. Given a drug SMILES string, predict its activity (active/inactive) in a high-throughput screening assay against a specified biological target. (1) The compound is CCOc1ccccc1NC(=O)C(=O)c1c(O)c2ccc(O)cc2oc1=O. The result is 0 (inactive). (2) The drug is N=C(N)NN=Cc1ccc[nH]1. The result is 0 (inactive).